Dataset: Forward reaction prediction with 1.9M reactions from USPTO patents (1976-2016). Task: Predict the product of the given reaction. (1) Given the reactants [F:1][CH:2]1[C:7]([O:10][CH3:11])([O:8][CH3:9])[CH2:6][CH2:5][NH:4][CH2:3]1.[C:12]1([CH3:21])[CH:17]=[CH:16][C:15]([C:18](Cl)=[O:19])=[CH:14][CH:13]=1.C(N(CC)CC)C.C(OCC)(=O)C, predict the reaction product. The product is: [CH3:9][O:8][C:7]1([O:10][CH3:11])[CH2:6][CH2:5][N:4]([C:18](=[O:19])[C:15]2[CH:16]=[CH:17][C:12]([CH3:21])=[CH:13][CH:14]=2)[CH2:3][CH:2]1[F:1]. (2) Given the reactants [CH3:1][CH:2]([C:4]1[NH:13][C:12]2[N:11]3[CH:14]=[C:15]([C:17]([O:19][CH2:20]C)=O)[N:16]=[C:10]3[CH:9]=[CH:8][C:7]=2[C:6](=[O:22])[CH:5]=1)[CH3:3].[NH2:23][NH2:24].C(OCC)(OCC)OCC.O.C1(C)C=CC(S(O)(=O)=O)=CC=1, predict the reaction product. The product is: [CH3:3][CH:2]([C:4]1[NH:13][C:12]2[N:11]3[CH:14]=[C:15]([C:17]4[O:19][CH:20]=[N:23][N:24]=4)[N:16]=[C:10]3[CH:9]=[CH:8][C:7]=2[C:6](=[O:22])[CH:5]=1)[CH3:1]. (3) Given the reactants ClS(O)(=O)=O.C(O)(=O)/C=C/C(O)=O.C(O)(=O)/C=C\C(O)=O.[N+:22]([C:25]1[CH:41]=[CH:40][CH:39]=[CH:38][C:26]=1[O:27]/[C:28](=[CH:33]\[C:34]([O:36]C)=O)/[C:29]([O:31][CH3:32])=[O:30])([O-:24])=[O:23].[N+](C1C=CC=CC=1O/C(=C/C(OC)=O)/C(OC)=O)([O-])=O, predict the reaction product. The product is: [N+:22]([C:25]1[C:26]2[O:27][C:28]([C:29]([O:31][CH3:32])=[O:30])=[CH:33][C:34](=[O:36])[C:38]=2[CH:39]=[CH:40][CH:41]=1)([O-:24])=[O:23]. (4) Given the reactants [C:1]1([C:7]([C:10]2[CH:23]=[CH:22][C:21]3[C:20]([C:25]4[CH:30]=[CH:29][C:28]([CH:31]=[C:32]([C:39]5[CH:44]=[CH:43][CH:42]=[CH:41][CH:40]=5)[C:33]5[CH:38]=[CH:37][CH:36]=[CH:35][CH:34]=5)=[CH:27][CH:26]=4)(O)[C:19]4[C:14](=[CH:15][CH:16]=[CH:17][CH:18]=4)[C:13]([C:46]4[CH:51]=[CH:50][C:49]([CH:52]=[C:53]([C:60]5[CH:65]=[CH:64][CH:63]=[CH:62][CH:61]=5)[C:54]5[CH:59]=[CH:58][CH:57]=[CH:56][CH:55]=5)=[CH:48][CH:47]=4)(O)[C:12]=3[CH:11]=2)([CH3:9])[CH3:8])[CH:6]=[CH:5][CH:4]=[CH:3][CH:2]=1.[I-].[K+].O.[PH2](=O)[O-].[Na+].C(O)(=O)C, predict the reaction product. The product is: [C:1]1([C:7]([C:10]2[CH:23]=[CH:22][C:21]3[C:12](=[C:13]([C:46]4[CH:47]=[CH:48][C:49]([CH:52]=[C:53]([C:54]5[CH:59]=[CH:58][CH:57]=[CH:56][CH:55]=5)[C:60]5[CH:61]=[CH:62][CH:63]=[CH:64][CH:65]=5)=[CH:50][CH:51]=4)[C:14]4[C:19]([C:20]=3[C:25]3[CH:30]=[CH:29][C:28]([CH:31]=[C:32]([C:39]5[CH:40]=[CH:41][CH:42]=[CH:43][CH:44]=5)[C:33]5[CH:38]=[CH:37][CH:36]=[CH:35][CH:34]=5)=[CH:27][CH:26]=3)=[CH:18][CH:17]=[CH:16][CH:15]=4)[CH:11]=2)([CH3:9])[CH3:8])[CH:6]=[CH:5][CH:4]=[CH:3][CH:2]=1.